Dataset: Catalyst prediction with 721,799 reactions and 888 catalyst types from USPTO. Task: Predict which catalyst facilitates the given reaction. (1) Reactant: [CH3:1][C@@H:2]([N:6]1[CH2:10][CH2:9][CH2:8][CH2:7]1)[C:3]#[C:4][CH3:5]. Product: [CH3:1][C@@H:2]([N:6]1[CH2:10][CH2:9][CH2:8][CH2:7]1)/[CH:3]=[CH:4]\[CH3:5].[CH3:1][C@@H:2]([N:6]1[CH2:10][CH2:9][CH2:8][CH2:7]1)[C:3]#[C:4][CH3:5]. The catalyst class is: 354. (2) Reactant: [I-].C[S+](C)(C)=[O:4].[H-].[Na+].CCCCCCCCCCCCCCCC[CH2:25][CH2:26][N:27]1[C:35](=[CH:36][C:37]2[C:73](=[O:74])[C:39](=[CH:40][C:41]3[C:49]([CH3:51])([CH3:50])[C:48]4[C:43](=[CH:44][CH:45]=[CH:46][C:47]=4C(O)=O)[N+:42]=3[CH2:55][CH2:56]CCCCCCCCCCCCCCCC)[C:38]=2[O-:75])[C:34](C)([CH3:76])[C:33]2C1=CC=CC=2C(O)=O.[CH:94]1[CH:99]=[CH:98][C:97](P([C:94]2[CH:99]=[CH:98][CH:97]=[CH:96][CH:95]=2)[C:94]2[CH:99]=[CH:98][CH:97]=[CH:96][CH:95]=2)=[CH:96][CH:95]=1.C1[CH2:104][O:103]CC1. Product: [CH3:56][CH2:55][N:42]1[C:41](=[CH:40][C:39]2[C:73](=[O:74])[C:37](=[CH:36][C:35]3[C:34]([CH3:33])([CH3:76])[C:95]4[C:94](=[CH:99][CH:98]=[CH:97][CH:96]=4)[N+:27]=3[CH2:26][CH3:25])[C:38]=2[O-:75])[C:49]([CH3:50])([CH3:51])[C:48]2[CH:47]=[C:46]([C:104]([OH:103])=[O:4])[CH:45]=[CH:44][C:43]1=2. The catalyst class is: 16. (3) Reactant: [N:1]1[C:10]2[C:5](=[CH:6][CH:7]=[CH:8][CH:9]=2)[N:4]=[CH:3][C:2]=1[C:11]1[CH:12]=[C:13]([NH2:17])[CH:14]=[CH:15][CH:16]=1.CCN(C(C)C)C(C)C.[Cl:27]CCC(Cl)=O.[CH2:33]1[CH2:37][O:36][CH2:35][CH2:34]1. Product: [Cl:27][CH2:35][CH2:34][CH2:33][C:37]([NH:17][C:13]1[CH:14]=[CH:15][CH:16]=[C:11]([C:2]2[CH:3]=[N:4][C:5]3[C:10](=[CH:9][CH:8]=[CH:7][CH:6]=3)[N:1]=2)[CH:12]=1)=[O:36]. The catalyst class is: 13. (4) Reactant: [ClH:1].C(O)(C(F)(F)F)=O.C(OC([N:16]1[C@@H:20]([CH3:21])[CH2:19][CH2:18][C@H:17]1[C:22]1[NH:23][C:24]([C:27]2[CH:28]=[C:29]3[C:34](=[CH:35][CH:36]=2)[CH:33]=[C:32]([C:37]#[C:38][C:39]2[NH:43][C:42]([C@@H:44]4[CH2:49][C@@H:48]5[C@@H:46]([CH2:47]5)[N:45]4C(OC(C)(C)C)=O)=[N:41][CH:40]=2)[CH:31]=[CH:30]3)=[CH:25][N:26]=1)=O)(C)(C)C. Product: [ClH:1].[CH3:21][C@@H:20]1[NH:16][C@H:17]([C:22]2[NH:26][CH:25]=[C:24]([C:27]3[CH:28]=[C:29]4[C:34](=[CH:35][CH:36]=3)[CH:33]=[C:32]([C:37]#[C:38][C:39]3[N:43]=[C:42]([C@@H:44]5[CH2:49][C@@H:48]6[C@@H:46]([CH2:47]6)[NH:45]5)[NH:41][CH:40]=3)[CH:31]=[CH:30]4)[N:23]=2)[CH2:18][CH2:19]1. The catalyst class is: 12.